Predict the product of the given reaction. From a dataset of Forward reaction prediction with 1.9M reactions from USPTO patents (1976-2016). (1) Given the reactants [Cl:1][C:2]1[CH:3]=[CH:4][C:5]2[C:10](=[O:11])O[C:8]([C:12]3[CH:17]=[CH:16][CH:15]=[CH:14][C:13]=3[O:18]C(=O)C)=[N:7][C:6]=2[CH:22]=1.[F:23][C:24]1[CH:25]=[C:26]([CH2:30][CH2:31][NH2:32])[CH:27]=[CH:28][CH:29]=1, predict the reaction product. The product is: [Cl:1][C:2]1[CH:22]=[C:6]2[C:5]([C:10](=[O:11])[N:32]([CH2:31][CH2:30][C:26]3[CH:27]=[CH:28][CH:29]=[C:24]([F:23])[CH:25]=3)[C:8]([C:12]3[CH:17]=[CH:16][CH:15]=[CH:14][C:13]=3[OH:18])=[N:7]2)=[CH:4][CH:3]=1. (2) Given the reactants [C:9](O[C:9]([O:11][C:12]([CH3:15])([CH3:14])[CH3:13])=[O:10])([O:11][C:12]([CH3:15])([CH3:14])[CH3:13])=[O:10].[CH:16]([N:29]1[CH2:32][C:31]([NH2:34])([CH3:33])[CH2:30]1)([C:23]1[CH:28]=[CH:27][CH:26]=[CH:25][CH:24]=1)[C:17]1[CH:22]=[CH:21][CH:20]=[CH:19][CH:18]=1, predict the reaction product. The product is: [C:12]([O:11][C:9](=[O:10])[NH:34][C:31]1([CH3:33])[CH2:32][N:29]([CH:16]([C:17]2[CH:22]=[CH:21][CH:20]=[CH:19][CH:18]=2)[C:23]2[CH:28]=[CH:27][CH:26]=[CH:25][CH:24]=2)[CH2:30]1)([CH3:13])([CH3:14])[CH3:15]. (3) Given the reactants [Cl:1][C:2]1[CH:10]=[CH:9][CH:8]=[C:7]2[C:3]=1[C:4]([C:15]([OH:17])=O)=[CH:5][N:6]2[CH2:11][CH2:12][O:13][CH3:14].[F:18][C:19]1[CH:24]=[CH:23][C:22]([CH2:25][CH2:26][NH2:27])=[C:21]([Cl:28])[CH:20]=1.Cl.CN(C)CCCN=C=NCC.N1(O)C2C=CC=CC=2N=N1.CCN(C(C)C)C(C)C, predict the reaction product. The product is: [F:18][C:19]1[CH:24]=[CH:23][C:22]([CH2:25][CH2:26][NH:27][C:15]([C:4]2[C:3]3[C:7](=[CH:8][CH:9]=[CH:10][C:2]=3[Cl:1])[N:6]([CH2:11][CH2:12][O:13][CH3:14])[CH:5]=2)=[O:17])=[C:21]([Cl:28])[CH:20]=1.